From a dataset of hERG Central: cardiac toxicity at 1µM, 10µM, and general inhibition. Predict hERG channel inhibition at various concentrations. (1) Results: hERG_inhib (hERG inhibition (general)): blocker. The drug is Cc1cc(NC2CCCCC2)n2c(n1)nc1ccccc12. (2) Results: hERG_inhib (hERG inhibition (general)): blocker. The compound is O=C(CN1CCN(S(=O)(=O)c2ccc(Cl)s2)CC1)N(Cc1ccccc1F)C1CC1. (3) The molecule is COc1ccc(CNC(=O)c2ccc(CS(=O)Cc3ccc(Cl)cc3)o2)cc1. Results: hERG_inhib (hERG inhibition (general)): blocker. (4) The molecule is COc1ccc(N2CCN(CC(O)COc3ccc([N+](=O)[O-])cc3)CC2)cc1.Cl. Results: hERG_inhib (hERG inhibition (general)): blocker. (5) The molecule is O=C1CN(C(=O)c2cc3ccccc3oc2=O)C(c2ccc(F)cc2)c2cc(Br)ccc2N1. Results: hERG_inhib (hERG inhibition (general)): blocker. (6) The compound is O=C(c1cc2ccccc2oc1=O)N1CCN(CCc2ccccc2)CC1. Results: hERG_inhib (hERG inhibition (general)): blocker. (7) Results: hERG_inhib (hERG inhibition (general)): blocker. The molecule is O=C(CCc1nc2ccccc2c(=O)[nH]1)N1CCN(S(=O)(=O)c2ccccc2Br)CC1.